From a dataset of Full USPTO retrosynthesis dataset with 1.9M reactions from patents (1976-2016). Predict the reactants needed to synthesize the given product. Given the product [C:7]([C:6]1[CH:9]=[C:2]([F:1])[CH:3]=[CH:4][C:5]=1[O:10][CH2:18][C:19]([NH2:21])=[O:20])#[N:8], predict the reactants needed to synthesize it. The reactants are: [F:1][C:2]1[CH:3]=[CH:4][C:5]([OH:10])=[C:6]([CH:9]=1)[C:7]#[N:8].C(=O)([O-])[O-].[K+].[K+].Cl[CH2:18][C:19]([NH2:21])=[O:20].O.